Dataset: Catalyst prediction with 721,799 reactions and 888 catalyst types from USPTO. Task: Predict which catalyst facilitates the given reaction. Reactant: [CH3:1][N:2]([CH2:4][C:5]([N:7]1[CH2:12][CH2:11][CH:10]([O:13][C:14]2[CH:15]=[C:16]3[C:21](=[CH:22][CH:23]=2)[N:20]=[CH:19][N:18]=[C:17]3[NH:24][C:25]2[CH:30]=[CH:29][C:28]([OH:31])=[CH:27][CH:26]=2)[CH2:9][CH2:8]1)=[O:6])[CH3:3].[F:32][C:33]1[CH:34]=[C:35]([CH:38]=[CH:39][CH:40]=1)[CH2:36]O.C1(P(C2C=CC=CC=2)C2C=CC=CC=2)C=CC=CC=1. Product: [CH3:3][N:2]([CH2:4][C:5]([N:7]1[CH2:12][CH2:11][CH:10]([O:13][C:14]2[CH:15]=[C:16]3[C:21](=[CH:22][CH:23]=2)[N:20]=[CH:19][N:18]=[C:17]3[NH:24][C:25]2[CH:26]=[CH:27][C:28]([O:31][CH2:36][C:35]3[CH:38]=[CH:39][CH:40]=[C:33]([F:32])[CH:34]=3)=[CH:29][CH:30]=2)[CH2:9][CH2:8]1)=[O:6])[CH3:1]. The catalyst class is: 4.